Task: Predict the product of the given reaction.. Dataset: Forward reaction prediction with 1.9M reactions from USPTO patents (1976-2016) (1) The product is: [O:20]1[C:24]2[CH:25]=[CH:26][CH:27]=[C:28]([CH2:29][N:4]3[CH2:3][CH2:2][N:1]([C:7]4[CH:8]=[CH:9][C:10]5[N:11]([C:13]([C:16]([F:17])([F:18])[F:19])=[N:14][N:15]=5)[N:12]=4)[CH2:6][CH2:5]3)[C:23]=2[O:22][CH2:21]1. Given the reactants [N:1]1([C:7]2[CH:8]=[CH:9][C:10]3[N:11]([C:13]([C:16]([F:19])([F:18])[F:17])=[N:14][N:15]=3)[N:12]=2)[CH2:6][CH2:5][NH:4][CH2:3][CH2:2]1.[O:20]1[C:24]2[CH:25]=[CH:26][CH:27]=[C:28]([CH:29]=O)[C:23]=2[O:22][CH2:21]1, predict the reaction product. (2) The product is: [C:20]([NH:23][C:24]1[CH:32]=[CH:31][C:27]([C:28]([NH:15][C:13]2[CH:14]=[C:9]([B:4]3[O:3][C:2]([CH3:19])([CH3:1])[C:6]([CH3:7])([CH3:8])[O:5]3)[CH:10]=[CH:11][C:12]=2[N+:16]([O-:18])=[O:17])=[O:29])=[CH:26][CH:25]=1)(=[O:22])[CH3:21]. Given the reactants [CH3:1][C:2]1([CH3:19])[C:6]([CH3:8])([CH3:7])[O:5][B:4]([C:9]2[CH:10]=[CH:11][C:12]([N+:16]([O-:18])=[O:17])=[C:13]([NH2:15])[CH:14]=2)[O:3]1.[C:20]([NH:23][C:24]1[CH:32]=[CH:31][C:27]([C:28](Cl)=[O:29])=[CH:26][CH:25]=1)(=[O:22])[CH3:21].C(NC1C=CC(C(O)=O)=CC=1)(=O)C, predict the reaction product. (3) Given the reactants [Cl:1][CH2:2][CH2:3][CH2:4][S:5](Cl)(=[O:7])=[O:6].[C:9]([NH2:13])([CH3:12])([CH3:11])[CH3:10].CO, predict the reaction product. The product is: [Cl:1][CH2:2][CH2:3][CH2:4][S:5]([NH:13][C:9]([CH3:12])([CH3:11])[CH3:10])(=[O:7])=[O:6].